This data is from Forward reaction prediction with 1.9M reactions from USPTO patents (1976-2016). The task is: Predict the product of the given reaction. (1) Given the reactants [CH3:1][C:2]1[C:6]([C:7]2[CH:16]=[C:15]3[C:10]([C:11]([NH:18][CH:19]([C:21]4[CH:22]=[N:23][N:24]([CH3:26])[CH:25]=4)[CH3:20])=[C:12]([NH2:17])[CH:13]=[N:14]3)=[CH:9][C:8]=2[O:27][CH3:28])=[C:5]([CH3:29])[O:4][N:3]=1.[CH2:30]([N:32]=[C:33]=S)[CH3:31], predict the reaction product. The product is: [CH3:1][C:2]1[C:6]([C:7]2[C:8]([O:27][CH3:28])=[CH:9][C:10]3[C:11]4[N:18]([CH:19]([C:21]5[CH:22]=[N:23][N:24]([CH3:26])[CH:25]=5)[CH3:20])[C:33]([NH:32][CH2:30][CH3:31])=[N:17][C:12]=4[CH:13]=[N:14][C:15]=3[CH:16]=2)=[C:5]([CH3:29])[O:4][N:3]=1. (2) Given the reactants [Cl:1][C:2]1[C:3]([F:12])=[CH:4][C:5]([F:11])=[C:6]([CH:10]=1)[C:7]([OH:9])=[O:8].C(OC(O[C:16]([CH3:19])([CH3:18])[CH3:17])=O)(O[C:16]([CH3:19])([CH3:18])[CH3:17])=O, predict the reaction product. The product is: [Cl:1][C:2]1[C:3]([F:12])=[CH:4][C:5]([F:11])=[C:6]([CH:10]=1)[C:7]([O:9][C:16]([CH3:19])([CH3:18])[CH3:17])=[O:8]. (3) Given the reactants [C:1]([CH:5]1[CH2:10][CH:9]([CH:11]=O)[C:8](=O)[CH2:7][CH2:6]1)([CH3:4])([CH3:3])[CH3:2].[Na].C([O-])(=O)C.[NH2+]1CCCCC1.[N+:25]([CH2:28][C:29]([NH2:31])=[O:30])([O-:27])=[O:26], predict the reaction product. The product is: [C:1]([CH:5]1[CH2:6][CH2:7][C:8]2[N:31]=[C:29]([OH:30])[C:28]([N+:25]([O-:27])=[O:26])=[CH:11][C:9]=2[CH2:10]1)([CH3:2])([CH3:3])[CH3:4]. (4) The product is: [C:26]([N:29]1[CH2:33][CH2:32][N:31]([C:2]2[CH:7]=[C:6]([Cl:8])[CH:5]=[CH:4][C:3]=2[C:9]([N:11]2[CH2:16][CH2:15][N:14]([C:17]3[C:22]([CH3:23])=[CH:21][C:20]([CH3:24])=[C:19]([CH3:25])[N:18]=3)[CH2:13][CH2:12]2)=[O:10])[C:30]1=[O:34])(=[O:28])[CH3:27]. Given the reactants Br[C:2]1[CH:7]=[C:6]([Cl:8])[CH:5]=[CH:4][C:3]=1[C:9]([N:11]1[CH2:16][CH2:15][N:14]([C:17]2[C:22]([CH3:23])=[CH:21][C:20]([CH3:24])=[C:19]([CH3:25])[N:18]=2)[CH2:13][CH2:12]1)=[O:10].[C:26]([N:29]1[CH2:33][CH2:32][NH:31][C:30]1=[O:34])(=[O:28])[CH3:27], predict the reaction product. (5) Given the reactants C([N:4]1[C:12]2[C:7](=[CH:8][CH:9]=[C:10]([NH:13][C:14]3[N:19]=[C:18]([NH:20][C:21]4[CH:22]=[C:23]5[C:28](=[CH:29][CH:30]=4)[N:27]=[CH:26][CH:25]=[CH:24]5)[CH:17]=[CH:16][N:15]=3)[CH:11]=2)[C:6]([CH3:32])([CH3:31])[CH2:5]1)(=O)C.CCOC(C)=O.C([O-])(O)=O.[Na+], predict the reaction product. The product is: [CH3:31][C:6]1([CH3:32])[C:7]2[C:12](=[CH:11][C:10]([NH:13][C:14]3[N:19]=[C:18]([NH:20][C:21]4[CH:22]=[C:23]5[C:28](=[CH:29][CH:30]=4)[N:27]=[CH:26][CH:25]=[CH:24]5)[CH:17]=[CH:16][N:15]=3)=[CH:9][CH:8]=2)[NH:4][CH2:5]1. (6) Given the reactants Br[C:2]1[C:3]2[N:4]([CH:14]=[CH:15][N:16]=2)[N:5]=[C:6]([C:8]2[CH:13]=[CH:12][CH:11]=[CH:10][CH:9]=2)[CH:7]=1.[CH3:17][CH:18]1[CH2:23][CH2:22][CH2:21][CH2:20][N:19]1[C:24]1[N:29]=[C:28]([NH2:30])[CH:27]=[CH:26][CH:25]=1.C1C=CC(P(C2C(C3C(P(C4C=CC=CC=4)C4C=CC=CC=4)=CC=C4C=3C=CC=C4)=C3C(C=CC=C3)=CC=2)C2C=CC=CC=2)=CC=1.C([O-])([O-])=O.[Cs+].[Cs+], predict the reaction product. The product is: [CH3:17][CH:18]1[CH2:23][CH2:22][CH2:21][CH2:20][N:19]1[C:24]1[N:29]=[C:28]([NH:30][C:2]2[C:3]3[N:4]([CH:14]=[CH:15][N:16]=3)[N:5]=[C:6]([C:8]3[CH:13]=[CH:12][CH:11]=[CH:10][CH:9]=3)[CH:7]=2)[CH:27]=[CH:26][CH:25]=1. (7) Given the reactants [F:1][C:2]1[C:3]([F:13])=[CH:4][C:5]2[S:9][C:8]([S:10][CH3:11])=[N:7][C:6]=2[CH:12]=1.[OH:14]OS([O-])=O.[K+], predict the reaction product. The product is: [F:1][C:2]1[C:3]([F:13])=[CH:4][C:5]2[S:9][C:8]([S:10]([CH3:11])=[O:14])=[N:7][C:6]=2[CH:12]=1. (8) Given the reactants N#N.[CH3:3][OH:4].Cl[C:6]1[CH:11]=[C:10]([C:12]#[N:13])[CH:9]=[CH:8][N:7]=1, predict the reaction product. The product is: [C:12]([C:10]1[CH:9]=[CH:8][N:7]=[C:6]([O:4][CH3:3])[CH:11]=1)#[N:13]. (9) Given the reactants Cl.[NH:2]1[C:6]([C:7]2[CH:8]=[C:9]3[C:19](=[CH:20][CH:21]=2)[O:18][C:12]2([CH2:17][CH2:16][NH:15][CH2:14][CH2:13]2)[CH2:11][C:10]3=[O:22])=[N:5][N:4]=[N:3]1.[CH3:23][C:24]1[C:25]2[CH:37]=[C:36]([C:38](O)=[O:39])[S:35][C:26]=2[N:27]([C:29]2[CH:34]=[CH:33][CH:32]=[CH:31][N:30]=2)[N:28]=1.CCN=C=NCCCN(C)C.C1C=CC2N(O)N=NC=2C=1.Cl, predict the reaction product. The product is: [CH3:23][C:24]1[C:25]2[CH:37]=[C:36]([C:38]([N:15]3[CH2:16][CH2:17][C:12]4([CH2:11][C:10](=[O:22])[C:9]5[C:19](=[CH:20][CH:21]=[C:7]([C:6]6[NH:2][N:3]=[N:4][N:5]=6)[CH:8]=5)[O:18]4)[CH2:13][CH2:14]3)=[O:39])[S:35][C:26]=2[N:27]([C:29]2[CH:34]=[CH:33][CH:32]=[CH:31][N:30]=2)[N:28]=1.